Dataset: Full USPTO retrosynthesis dataset with 1.9M reactions from patents (1976-2016). Task: Predict the reactants needed to synthesize the given product. Given the product [N:1]([C:2]1[CH:3]=[CH:4][C:5]([N:10]2[CH:14]=[N:13][C:12]([CH3:15])=[N:11]2)=[C:6]([CH:9]=1)[C:7]#[N:8])=[C:16]=[S:17], predict the reactants needed to synthesize it. The reactants are: [NH2:1][C:2]1[CH:3]=[CH:4][C:5]([N:10]2[CH:14]=[N:13][C:12]([CH3:15])=[N:11]2)=[C:6]([CH:9]=1)[C:7]#[N:8].[C:16](N1C=CC=CC1=O)(N1C=CC=CC1=O)=[S:17].